Dataset: Reaction yield outcomes from USPTO patents with 853,638 reactions. Task: Predict the reaction yield, written as a fraction of the theoretical maximum amount of product (1.0 means a 100% yield; for example, 0.34 means a 34% yield). (1) The product is [CH3:13][C:9]([C:7]1[NH:8][C:3](=[O:2])[CH:4]=[CH:5][CH:6]=1)([CH3:12])[C:10]#[N:11]. The catalyst is O1CCOCC1. The reactants are C[O:2][C:3]1[N:8]=[C:7]([C:9]([CH3:13])([CH3:12])[C:10]#[N:11])[CH:6]=[CH:5][CH:4]=1.Cl. The yield is 0.770. (2) The yield is 0.750. The catalyst is C(Cl)(Cl)Cl. The reactants are ClC1C=CC=C(C(OO)=[O:9])C=1.[F:12][C:13]1[CH:29]=[CH:28][CH:27]=[C:26]([F:30])[C:14]=1[CH2:15][S:16]([C:18]1[CH2:22][C:21]([CH2:24][CH3:25])([CH3:23])[O:20][N:19]=1)=[O:17].O. The product is [F:12][C:13]1[CH:29]=[CH:28][CH:27]=[C:26]([F:30])[C:14]=1[CH2:15][S:16]([C:18]1[CH2:22][C:21]([CH2:24][CH3:25])([CH3:23])[O:20][N:19]=1)(=[O:9])=[O:17].